Dataset: Forward reaction prediction with 1.9M reactions from USPTO patents (1976-2016). Task: Predict the product of the given reaction. (1) Given the reactants [N:1]1[CH:2]=[CH:3][N:4]2[CH:9]=[CH:8][CH:7]=[C:6]([C:10]([OH:12])=O)[C:5]=12.Cl.[F:14][C:15]1[CH:28]=[C:27]([F:29])[CH:26]=[CH:25][C:16]=1[CH2:17][CH2:18][N:19]1[CH2:24][CH2:23][NH:22][CH2:21][CH2:20]1.C(N(CC)CC)C, predict the reaction product. The product is: [F:14][C:15]1[CH:28]=[C:27]([F:29])[CH:26]=[CH:25][C:16]=1[CH2:17][CH2:18][N:19]1[CH2:24][CH2:23][N:22]([C:10]([C:6]2[C:5]3[N:4]([CH:3]=[CH:2][N:1]=3)[CH:9]=[CH:8][CH:7]=2)=[O:12])[CH2:21][CH2:20]1. (2) The product is: [CH3:11][N:12]([CH3:16])[CH2:13][CH2:14][NH:15][C:2]1[CH:7]=[CH:6][C:5]([NH2:8])=[CH:4][N:3]=1. Given the reactants Cl[C:2]1[CH:7]=[CH:6][C:5]([N+:8]([O-])=O)=[CH:4][N:3]=1.[CH3:11][N:12]([CH3:16])[CH2:13][CH2:14][NH2:15].C(N(CC)CC)C, predict the reaction product. (3) Given the reactants ClC1C=C(C=CC=1)C(OO)=[O:6].C[Si](C)(C)[O:14][C:15]1[CH:16]=[C:17]([N:28]2[CH2:33][CH2:32][O:31][CH2:30][CH2:29]2)[CH:18]=[CH:19][C:20]=1[C:21]([O:23][Si](C)(C)C)=[CH2:22], predict the reaction product. The product is: [OH:6][CH2:23][C:21]([C:20]1[CH:19]=[CH:18][C:17]([N:28]2[CH2:33][CH2:32][O:31][CH2:30][CH2:29]2)=[CH:16][C:15]=1[OH:14])=[O:22].